This data is from Forward reaction prediction with 1.9M reactions from USPTO patents (1976-2016). The task is: Predict the product of the given reaction. (1) Given the reactants FC(F)(F)C(O)=O.[N:8]1([CH2:13][C:14]2[CH:19]=[CH:18][C:17]([C:20]3[CH:24]=[C:23]([CH2:25][CH:26]([CH3:28])[CH3:27])[S:22][C:21]=3[C:29]([NH:31]C(C)(C)C)=[O:30])=[CH:16][CH:15]=2)[CH:12]=[CH:11][N:10]=[CH:9]1, predict the reaction product. The product is: [N:8]1([CH2:13][C:14]2[CH:19]=[CH:18][C:17]([C:20]3[CH:24]=[C:23]([CH2:25][CH:26]([CH3:27])[CH3:28])[S:22][C:21]=3[C:29]([NH2:31])=[O:30])=[CH:16][CH:15]=2)[CH:12]=[CH:11][N:10]=[CH:9]1. (2) Given the reactants FC(F)(F)[C:3]1[CH:4]=[C:5]([N:9]2[CH2:14][CH2:13][N:12]([CH2:15][CH2:16][N:17]3[C:26](=[O:27])[C:25]4[C:20](=[CH:21][CH:22]=[CH:23][CH:24]=4)[N:19]=[CH:18]3)[CH2:11][CH2:10]2)[CH:6]=[CH:7][CH:8]=1.[CH3:30][O:31]C1C=CC=CC=1N1CCNCC1, predict the reaction product. The product is: [CH3:30][O:31][C:6]1[CH:7]=[CH:8][CH:3]=[CH:4][C:5]=1[N:9]1[CH2:14][CH2:13][N:12]([CH2:15][CH2:16][N:17]2[C:26](=[O:27])[C:25]3[C:20](=[CH:21][CH:22]=[CH:23][CH:24]=3)[N:19]=[CH:18]2)[CH2:11][CH2:10]1. (3) Given the reactants [NH2:1][C:2]1[CH:3]=[CH:4][C:5]([Cl:17])=[C:6]([CH:16]=1)[CH2:7][N:8]1[CH2:12][CH2:11][CH:10]([N:13]([CH3:15])[CH3:14])[CH2:9]1.[C:18](N1C=CN=C1)(N1C=CN=C1)=[S:19], predict the reaction product. The product is: [Cl:17][C:5]1[CH:4]=[CH:3][C:2]([N:1]=[C:18]=[S:19])=[CH:16][C:6]=1[CH2:7][N:8]1[CH2:12][CH2:11][CH:10]([N:13]([CH3:14])[CH3:15])[CH2:9]1. (4) Given the reactants [Li]CCCC.[Si:6]([O:13][CH2:14][CH2:15][O:16][CH2:17][C:18]1[S:19][CH:20]=[CH:21][N:22]=1)([C:9]([CH3:12])([CH3:11])[CH3:10])([CH3:8])[CH3:7].[CH3:23][O:24][C:25]([C:27]1[CH:28]2[N:43]([C:44]([O:46][C:47]([CH3:50])([CH3:49])[CH3:48])=[O:45])[CH:32]([CH2:33][C:34]=1OS(C(F)(F)F)(=O)=O)[CH2:31][N:30]([C:51]([O:53][C:54]([CH3:57])([CH3:56])[CH3:55])=[O:52])[CH2:29]2)=[O:26], predict the reaction product. The product is: [CH3:23][O:24][C:25]([C:27]1[CH:28]2[N:43]([C:44]([O:46][C:47]([CH3:50])([CH3:48])[CH3:49])=[O:45])[CH:32]([CH2:33][C:34]=1[C:20]1[S:19][C:18]([CH2:17][O:16][CH2:15][CH2:14][O:13][Si:6]([C:9]([CH3:12])([CH3:10])[CH3:11])([CH3:7])[CH3:8])=[N:22][CH:21]=1)[CH2:31][N:30]([C:51]([O:53][C:54]([CH3:57])([CH3:56])[CH3:55])=[O:52])[CH2:29]2)=[O:26]. (5) Given the reactants [F:1][C:2]1([F:39])[C:7]([C:12]2[CH:17]=[CH:16][C:15]([O:18][CH2:19][CH2:20][CH2:21][C:22]([F:25])([F:24])[F:23])=[CH:14][CH:13]=2)([C:8]([F:11])([F:10])[F:9])[NH:6][C:5](=[O:26])[C:4]([C:27]([O:29]CC)=[O:28])=[C:3]1[C:32]1[CH:37]=[CH:36][C:35]([CH3:38])=[CH:34][CH:33]=1.[Li+].[OH-], predict the reaction product. The product is: [F:39][C:2]1([F:1])[C:7]([C:12]2[CH:17]=[CH:16][C:15]([O:18][CH2:19][CH2:20][CH2:21][C:22]([F:24])([F:25])[F:23])=[CH:14][CH:13]=2)([C:8]([F:9])([F:10])[F:11])[NH:6][C:5](=[O:26])[C:4]([C:27]([OH:29])=[O:28])=[C:3]1[C:32]1[CH:33]=[CH:34][C:35]([CH3:38])=[CH:36][CH:37]=1. (6) Given the reactants [CH2:1]([O:3][C:4]([C:6]1[C:10]([CH:11]=[CH:12][C:13]2[CH:18]=[CH:17][CH:16]=[CH:15][CH:14]=2)=[CH:9][S:8][C:7]=1[NH2:19])=[O:5])[CH3:2].[C:20]([CH2:22][C:23](Cl)=[O:24])#[N:21], predict the reaction product. The product is: [CH2:1]([O:3][C:4]([C:6]1[C:10]([CH:11]=[CH:12][C:13]2[CH:18]=[CH:17][CH:16]=[CH:15][CH:14]=2)=[CH:9][S:8][C:7]=1[NH:19][C:23](=[O:24])[CH2:22][C:20]#[N:21])=[O:5])[CH3:2].